From a dataset of Peptide-MHC class I binding affinity with 185,985 pairs from IEDB/IMGT. Regression. Given a peptide amino acid sequence and an MHC pseudo amino acid sequence, predict their binding affinity value. This is MHC class I binding data. The peptide sequence is LAYLAGWII. The MHC is HLA-A02:16 with pseudo-sequence HLA-A02:16. The binding affinity (normalized) is 0.0847.